This data is from Catalyst prediction with 721,799 reactions and 888 catalyst types from USPTO. The task is: Predict which catalyst facilitates the given reaction. (1) Reactant: C[Si]([N-][Si](C)(C)C)(C)C.[Li+].[O:11]=[C:12]1[CH2:17][CH2:16][CH2:15][CH2:14][N:13]1[C:18]([O:20][C:21]([CH3:24])([CH3:23])[CH3:22])=[O:19].[Br:25][C:26]1[CH:34]=[CH:33][C:29]([C:30](Cl)=[O:31])=[CH:28][CH:27]=1.[Cl-].[NH4+]. Product: [Br:25][C:26]1[CH:34]=[CH:33][C:29]([C:30]([CH:17]2[CH2:16][CH2:15][CH2:14][N:13]([C:18]([O:20][C:21]([CH3:24])([CH3:23])[CH3:22])=[O:19])[C:12]2=[O:11])=[O:31])=[CH:28][CH:27]=1. The catalyst class is: 1. (2) Reactant: [Br:1][C:2]1[C:7]([C:8]2([OH:12])[CH2:11][CH2:10][CH2:9]2)=[CH:6][CH:5]=[CH:4][N:3]=1.[H-].[Na+].[CH3:15]I. Product: [Br:1][C:2]1[C:7]([C:8]2([O:12][CH3:15])[CH2:11][CH2:10][CH2:9]2)=[CH:6][CH:5]=[CH:4][N:3]=1. The catalyst class is: 3. (3) Reactant: [CH:1]([C:3]1[CH:4]=[C:5]([CH:13]=[CH:14][CH:15]=1)[O:6][CH2:7][C:8]([O:10]CC)=[O:9])=[O:2].[OH-].[Na+].Cl. Product: [CH:1]([C:3]1[CH:4]=[C:5]([CH:13]=[CH:14][CH:15]=1)[O:6][CH2:7][C:8]([OH:10])=[O:9])=[O:2]. The catalyst class is: 5. (4) Reactant: [CH2:1]([O:8][C:9](=[O:30])[C@@H:10]1[CH2:14][CH2:13][CH2:12][N:11]1[C:15](=[O:29])[CH:16]([CH:25]([CH2:27][CH3:28])[CH3:26])[NH:17]C(OC(C)(C)C)=O)[C:2]1[CH:7]=[CH:6][CH:5]=[CH:4][CH:3]=1.[ClH:31].C(OCC)(=O)C. Product: [ClH:31].[CH2:1]([O:8][C:9](=[O:30])[C@@H:10]1[CH2:14][CH2:13][CH2:12][N:11]1[C:15](=[O:29])[CH:16]([CH:25]([CH2:27][CH3:28])[CH3:26])[NH2:17])[C:2]1[CH:7]=[CH:6][CH:5]=[CH:4][CH:3]=1. The catalyst class is: 13.